Regression. Given a peptide amino acid sequence and an MHC pseudo amino acid sequence, predict their binding affinity value. This is MHC class I binding data. From a dataset of Peptide-MHC class I binding affinity with 185,985 pairs from IEDB/IMGT. (1) The peptide sequence is GQMPRQTGGF. The MHC is Mamu-B08 with pseudo-sequence Mamu-B08. The binding affinity (normalized) is 0.338. (2) The peptide sequence is EVNDTHYTV. The MHC is HLA-A68:02 with pseudo-sequence HLA-A68:02. The binding affinity (normalized) is 1.00. (3) The peptide sequence is KSISSIFGY. The MHC is HLA-B15:17 with pseudo-sequence HLA-B15:17. The binding affinity (normalized) is 1.00. (4) The peptide sequence is MFKTKGRYNL. The MHC is HLA-A24:02 with pseudo-sequence HLA-A24:02. The binding affinity (normalized) is 0.179. (5) The peptide sequence is RRQDILDLWI. The MHC is HLA-B51:01 with pseudo-sequence HLA-B51:01. The binding affinity (normalized) is 0. (6) The peptide sequence is LLHDIGKPV. The MHC is HLA-B07:02 with pseudo-sequence HLA-B07:02. The binding affinity (normalized) is 0.136.